From a dataset of Full USPTO retrosynthesis dataset with 1.9M reactions from patents (1976-2016). Predict the reactants needed to synthesize the given product. The reactants are: [F:1][C:2]1[CH:9]=[CH:8][C:5]([CH:6]=[O:7])=[CH:4][C:3]=1[OH:10].C(N(CC)C(C)C)(C)C.Cl[CH2:21][O:22][CH3:23].Cl. Given the product [F:1][C:2]1[CH:9]=[CH:8][C:5]([CH:6]=[O:7])=[CH:4][C:3]=1[O:10][CH2:21][O:22][CH3:23], predict the reactants needed to synthesize it.